Dataset: SARS-CoV-2 main protease (3CLPro) crystallographic fragment screen with 879 compounds. Task: Binary Classification. Given a drug SMILES string, predict its activity (active/inactive) in a high-throughput screening assay against a specified biological target. (1) The molecule is CC(=O)N[C@@H](CC1=C[NH2+]C=N1)C(=O)NCC#CBr.O=C([O-])C(F)(F)F. The result is 0 (inactive). (2) The molecule is CNC(=O)C1CCCc2sc(C)nc21. The result is 0 (inactive). (3) The compound is O=C(NO)c1ccc2ccccc2n1. The result is 0 (inactive). (4) The drug is Cc1ccc(CNC(=O)C2CCC2)cn1. The result is 0 (inactive). (5) The result is 0 (inactive). The compound is Cl.NC1CCNC1=O. (6) The compound is O=C(Nc1ccc(O)cc1)N1CCOCC1. The result is 0 (inactive).